Dataset: Full USPTO retrosynthesis dataset with 1.9M reactions from patents (1976-2016). Task: Predict the reactants needed to synthesize the given product. (1) Given the product [CH:2]1([CH2:5][O:6][C:7]2[CH:12]=[C:11]([F:13])[C:10]([O:14][CH3:15])=[CH:9][C:8]=2[C:16]2[C:17]3[NH:24][C:23]([CH3:25])=[C:22]([C:26]([NH:28][C@@H:29]4[CH2:34][CH2:33][N:32]([C:36](=[O:39])[CH2:37][CH3:38])[CH2:31][C@H:30]4[OH:35])=[O:27])[C:18]=3[N:19]=[CH:20][N:21]=2)[CH2:4][CH2:3]1, predict the reactants needed to synthesize it. The reactants are: Cl.[CH:2]1([CH2:5][O:6][C:7]2[CH:12]=[C:11]([F:13])[C:10]([O:14][CH3:15])=[CH:9][C:8]=2[C:16]2[C:17]3[NH:24][C:23]([CH3:25])=[C:22]([C:26]([NH:28][C@@H:29]4[CH2:34][CH2:33][NH:32][CH2:31][C@H:30]4[OH:35])=[O:27])[C:18]=3[N:19]=[CH:20][N:21]=2)[CH2:4][CH2:3]1.[C:36](Cl)(=[O:39])[CH2:37][CH3:38]. (2) Given the product [Cl:1][C:2]1[CH:7]=[C:6]([CH:8]([F:17])[CH3:9])[CH:5]=[CH:4][N:3]=1, predict the reactants needed to synthesize it. The reactants are: [Cl:1][C:2]1[CH:7]=[C:6]([CH:8](O)[CH3:9])[CH:5]=[CH:4][N:3]=1.CCN(S(F)(F)[F:17])CC. (3) Given the product [CH2:2]([C:4]1[S:24][C:7]2[N:8]=[C:9]([S:18][CH2:19][C:20]([O:22][CH3:23])=[O:21])[N:10]=[C:11]([N:12]3[CH2:17][CH2:16][N:15]([C:40](=[O:41])[C:39]4[CH:43]=[CH:44][C:36]([C:35]([F:34])([F:45])[F:46])=[CH:37][CH:38]=4)[CH2:14][CH2:13]3)[C:6]=2[CH:5]=1)[CH3:3], predict the reactants needed to synthesize it. The reactants are: Cl.[CH2:2]([C:4]1[S:24][C:7]2[N:8]=[C:9]([S:18][CH2:19][C:20]([O:22][CH3:23])=[O:21])[N:10]=[C:11]([N:12]3[CH2:17][CH2:16][NH:15][CH2:14][CH2:13]3)[C:6]=2[CH:5]=1)[CH3:3].C(N(C(C)C)CC)(C)C.[F:34][C:35]([F:46])([F:45])[C:36]1[CH:44]=[CH:43][C:39]([C:40](Cl)=[O:41])=[CH:38][CH:37]=1. (4) Given the product [N:29]1([C:2]2[N:7]3[N:8]=[C:9]([C:20]4[CH:25]=[CH:24][N:23]=[C:22]([N:29]5[CH2:34][CH2:33][O:32][CH2:31][CH2:30]5)[N:21]=4)[C:10]([C:11]4[CH:16]=[CH:15][N:14]=[C:13]([N:29]5[CH2:34][CH2:33][O:32][CH2:31][CH2:30]5)[N:12]=4)=[C:6]3[CH:5]=[CH:4][CH:3]=2)[CH2:34][CH2:33][O:32][CH2:31][CH2:30]1, predict the reactants needed to synthesize it. The reactants are: Cl[C:2]1[N:7]2[N:8]=[C:9]([C:20]3[CH:25]=[CH:24][N:23]=[C:22](S(C)=O)[N:21]=3)[C:10]([C:11]3[CH:16]=[CH:15][N:14]=[C:13](S(C)=O)[N:12]=3)=[C:6]2[CH:5]=[CH:4][CH:3]=1.[NH:29]1[CH2:34][CH2:33][O:32][CH2:31][CH2:30]1. (5) Given the product [NH2:17][C:16]1[O:7][N:6]=[C:5]([C:4]2[CH:9]=[CH:10][CH:11]=[C:2]([F:1])[CH:3]=2)[C:15]=1[C:14]([O:13][CH3:12])=[O:18], predict the reactants needed to synthesize it. The reactants are: [F:1][C:2]1[CH:3]=[C:4]([CH:9]=[CH:10][CH:11]=1)[C:5](Cl)=[N:6][OH:7].[CH3:12][O:13][C:14](=[O:18])[CH2:15][C:16]#[N:17].C[O-].[Na+].